The task is: Binary Classification. Given a T-cell receptor sequence (or CDR3 region) and an epitope sequence, predict whether binding occurs between them.. This data is from TCR-epitope binding with 47,182 pairs between 192 epitopes and 23,139 TCRs. (1) The epitope is YLNTLTLAV. The TCR CDR3 sequence is CASSSGTKSFLTDTQYF. Result: 1 (the TCR binds to the epitope). (2) The epitope is LEPLVDLPI. The TCR CDR3 sequence is CATGPGANQPQHF. Result: 1 (the TCR binds to the epitope). (3) The epitope is EEHVQIHTI. The TCR CDR3 sequence is CASSQDWAGSYEQYF. Result: 0 (the TCR does not bind to the epitope). (4) The TCR CDR3 sequence is CATSDSFHPYEQYF. The epitope is FIAGLIAIV. Result: 0 (the TCR does not bind to the epitope). (5) The epitope is KLGGALQAK. The TCR CDR3 sequence is CASSTPRLGGVGETQYF. Result: 1 (the TCR binds to the epitope).